This data is from Full USPTO retrosynthesis dataset with 1.9M reactions from patents (1976-2016). The task is: Predict the reactants needed to synthesize the given product. (1) Given the product [F:11][C:6]1[CH:5]=[C:4]([C:2](=[O:3])[CH2:1][C:31](=[O:32])[CH:30]([O:36][CH2:37][CH3:38])[O:29][CH2:27][CH3:28])[CH:9]=[C:8]([F:10])[CH:7]=1, predict the reactants needed to synthesize it. The reactants are: [CH3:1][C:2]([C:4]1[CH:9]=[C:8]([F:10])[CH:7]=[C:6]([F:11])[CH:5]=1)=[O:3].C[Si](C)(C)[N-][Si](C)(C)C.[Li+].O1CCCC1.[CH2:27]([O:29][CH:30]([O:36][CH2:37][CH3:38])[C:31](OCC)=[O:32])[CH3:28].Cl. (2) Given the product [Br:13][C:8]1[CH:9]=[C:10]([O:11][CH3:12])[C:2]([NH:1][C:21](=[O:28])[C:22]2[CH:27]=[CH:26][CH:25]=[N:24][CH:23]=2)=[C:3]([C:4](=[O:5])[NH2:6])[CH:7]=1, predict the reactants needed to synthesize it. The reactants are: [NH2:1][C:2]1[C:10]([O:11][CH3:12])=[CH:9][C:8]([Br:13])=[CH:7][C:3]=1[C:4]([NH2:6])=[O:5].CCN(CC)CC.[C:21](Cl)(=[O:28])[C:22]1[CH:27]=[CH:26][CH:25]=[N:24][CH:23]=1.